The task is: Predict the reaction yield, written as a fraction of the theoretical maximum amount of product (1.0 means a 100% yield; for example, 0.34 means a 34% yield).. This data is from Reaction yield outcomes from USPTO patents with 853,638 reactions. (1) The reactants are [CH3:1][S:2]([C:4]1[CH:9]=[CH:8][C:7]([N:10]2[CH2:15][CH2:14][N:13]([C:16]3[C:17]([CH3:29])=[C:18]([CH3:28])[C:19]4[O:23][C:22]([CH3:25])([CH3:24])[CH2:21][C:20]=4[C:26]=3[CH3:27])[CH2:12][CH2:11]2)=[CH:6][CH:5]=1)=[O:3].ClC1C=CC=C(C(OO)=[O:38])C=1. No catalyst specified. The product is [CH3:1][S:2]([C:4]1[CH:5]=[CH:6][C:7]([N:10]2[CH2:15][CH2:14][N:13]([C:16]3[C:17]([CH3:29])=[C:18]([CH3:28])[C:19]4[O:23][C:22]([CH3:24])([CH3:25])[CH2:21][C:20]=4[C:26]=3[CH3:27])[CH2:12][CH2:11]2)=[CH:8][CH:9]=1)(=[O:38])=[O:3]. The yield is 0.310. (2) The reactants are [CH3:1][C@@H:2]1[NH:7][CH2:6][CH2:5][N:4]([C:8]2[CH:13]=[CH:12][CH:11]=[CH:10][N:9]=2)[CH2:3]1.Cl[C:15]1[C:16](=[O:29])[NH:17][C:18]2[C:23]([N:24]=1)=[CH:22][C:21]([C:25]([O:27][CH3:28])=[O:26])=[CH:20][CH:19]=2. The catalyst is CN1C(=O)CCC1. The product is [CH3:1][C@H:2]1[CH2:3][N:4]([C:8]2[CH:13]=[CH:12][CH:11]=[CH:10][N:9]=2)[CH2:5][CH2:6][N:7]1[C:15]1[C:16](=[O:29])[NH:17][C:18]2[C:23]([N:24]=1)=[CH:22][C:21]([C:25]([O:27][CH3:28])=[O:26])=[CH:20][CH:19]=2. The yield is 0.670.